Predict the reaction yield, written as a fraction of the theoretical maximum amount of product (1.0 means a 100% yield; for example, 0.34 means a 34% yield). From a dataset of Reaction yield outcomes from USPTO patents with 853,638 reactions. (1) The reactants are [C:1]([O:5][C:6]([NH:8][C@@H:9]([CH2:13][CH:14]1[CH2:19][CH2:18][CH2:17][CH2:16][CH2:15]1)[C:10]([OH:12])=O)=[O:7])([CH3:4])([CH3:3])[CH3:2].[F:20][C:21]([F:25])([F:24])[CH2:22][NH2:23].C(Cl)CCl.C1C=CC2N(O)N=NC=2C=1.CN1CCOCC1. The catalyst is C(Cl)Cl.O. The product is [F:20][C:21]([F:25])([F:24])[CH2:22][NH:23][C:10]([C@@H:9]([NH:8][C:6](=[O:7])[O:5][C:1]([CH3:2])([CH3:3])[CH3:4])[CH2:13][CH:14]1[CH2:19][CH2:18][CH2:17][CH2:16][CH2:15]1)=[O:12]. The yield is 0.800. (2) The yield is 0.470. The catalyst is CN(C=O)C.CO. The product is [CH2:1]([C@H:8]([NH:39][C:40](=[O:59])[C@H:41]([CH:56]([CH3:58])[CH3:57])[NH:42][C:43]([N:45]([CH2:47][C:48]1[N:49]=[C:50]([CH:53]([CH3:54])[CH3:55])[S:51][CH:52]=1)[CH3:46])=[O:44])[CH2:9][C@H:10]([O:29][CH:30]([O:64][P:60]([O-:63])([O-:62])=[O:61])[CH2:31][CH2:32][CH3:33])[C@@H:11]([NH:19][C:20]([O:22][CH2:23][C:24]1[S:28][CH:27]=[N:26][CH:25]=1)=[O:21])[CH2:12][C:13]1[CH:14]=[CH:15][CH:16]=[CH:17][CH:18]=1)[C:2]1[CH:7]=[CH:6][CH:5]=[CH:4][CH:3]=1.[Na+:77].[Na+:77]. The reactants are [CH2:1]([C@H:8]([NH:39][C:40](=[O:59])[C@H:41]([CH:56]([CH3:58])[CH3:57])[NH:42][C:43]([N:45]([CH2:47][C:48]1[N:49]=[C:50]([CH:53]([CH3:55])[CH3:54])[S:51][CH:52]=1)[CH3:46])=[O:44])[CH2:9][C@H:10]([O:29][CH:30](SCCCC)[CH2:31][CH2:32][CH3:33])[C@@H:11]([NH:19][C:20]([O:22][CH2:23][C:24]1[S:28][CH:27]=[N:26][CH:25]=1)=[O:21])[CH2:12][C:13]1[CH:18]=[CH:17][CH:16]=[CH:15][CH:14]=1)[C:2]1[CH:7]=[CH:6][CH:5]=[CH:4][CH:3]=1.[P:60](=[O:64])([OH:63])([OH:62])[OH:61].IN1C(=O)CCC1=O.C([O-])([O-])=O.[Na+:77].[Na+].